From a dataset of Full USPTO retrosynthesis dataset with 1.9M reactions from patents (1976-2016). Predict the reactants needed to synthesize the given product. (1) Given the product [Br:1][C:2]1[CH:3]=[CH:4][C:5]([S:12]([CH3:15])(=[O:14])=[O:13])=[C:6]([N:8]2[C:9]([CH3:10])=[N:18][N:17]=[N:16]2)[CH:7]=1, predict the reactants needed to synthesize it. The reactants are: [Br:1][C:2]1[CH:3]=[CH:4][C:5]([S:12]([CH3:15])(=[O:14])=[O:13])=[C:6]([NH:8][C:9](=O)[CH3:10])[CH:7]=1.[N-:16]=[N+:17]=[N-:18].[Na+].FC(F)(F)S(OS(C(F)(F)F)(=O)=O)(=O)=O. (2) The reactants are: [CH3:1]/[C:2](/[O:8][Si](C)(C)C)=N\[Si](C)(C)C.N1C=[CH:19][C:17](=[O:18])NC1=O.[Si](OS(C(F)(F)F)(=O)=O)(C)(C)C.CO.CC[O:37][C:38]([CH3:40])=[O:39]. Given the product [CH3:1][C:2]([CH2:19][C:17]([CH2:40][C:38]([OH:37])=[O:39])=[O:18])=[O:8], predict the reactants needed to synthesize it. (3) Given the product [CH3:1][C:2]1[CH:7]=[C:6]([N:8]2[CH2:9][CH2:10][O:11][CH2:12][CH2:13]2)[CH:5]=[C:4]([CH3:14])[C:3]=1[C:15]1[NH:16][C:17]2[CH:23]=[C:22]([C:24]([NH:35][NH:34][C:32](=[O:33])[C:31]3[CH:30]=[CH:29][C:28]([Cl:27])=[CH:37][CH:36]=3)=[O:26])[CH:21]=[CH:20][C:18]=2[N:19]=1, predict the reactants needed to synthesize it. The reactants are: [CH3:1][C:2]1[CH:7]=[C:6]([N:8]2[CH2:13][CH2:12][O:11][CH2:10][CH2:9]2)[CH:5]=[C:4]([CH3:14])[C:3]=1[C:15]1[NH:16][C:17]2[CH:23]=[C:22]([C:24]([OH:26])=O)[CH:21]=[CH:20][C:18]=2[N:19]=1.[Cl:27][C:28]1[CH:37]=[CH:36][C:31]([C:32]([NH:34][NH2:35])=[O:33])=[CH:30][CH:29]=1.CCN=C=NCCCN(C)C.C1C=CC2N(O)N=NC=2C=1.